From a dataset of Forward reaction prediction with 1.9M reactions from USPTO patents (1976-2016). Predict the product of the given reaction. (1) Given the reactants [C:1]([C:3]1([C:15]2[CH:16]=[N:17][CH:18]=[CH:19][CH:20]=2)[CH2:8][CH:7](C(OCC)=O)[C:6](=[O:14])[CH2:5][CH2:4]1)#[N:2].Cl.[OH-].[Na+], predict the reaction product. The product is: [O:14]=[C:6]1[CH2:5][CH2:4][C:3]([C:15]2[CH:16]=[N:17][CH:18]=[CH:19][CH:20]=2)([C:1]#[N:2])[CH2:8][CH2:7]1. (2) Given the reactants Cl[C:2]1[C:15]2[C:14]3[N:13]=[C:12]([CH3:16])[CH:11]=[CH:10][C:9]=3[C:8]3=[N:17][C:18]4[CH:23]=[CH:22][CH:21]=[CH:20][C:19]=4[N:7]3[C:6]=2[CH:5]=[CH:4][CH:3]=1.[CH3:24][C:25]1[CH:30]=[CH:29][CH:28]=[C:27]([CH3:31])[C:26]=1B(O)O.C1(P(=O)(C2C=CC=CC=2)C2C=CC=CC=2)C=CC=CC=1.[F-].[Cs+], predict the reaction product. The product is: [CH3:24][C:25]1[CH:30]=[CH:29][CH:28]=[C:27]([CH3:31])[C:26]=1[C:2]1[C:15]2[C:14]3[N:13]=[C:12]([CH3:16])[CH:11]=[CH:10][C:9]=3[C:8]3=[N:17][C:18]4[CH:23]=[CH:22][CH:21]=[CH:20][C:19]=4[N:7]3[C:6]=2[CH:5]=[CH:4][CH:3]=1.